Dataset: Reaction yield outcomes from USPTO patents with 853,638 reactions. Task: Predict the reaction yield, written as a fraction of the theoretical maximum amount of product (1.0 means a 100% yield; for example, 0.34 means a 34% yield). (1) The reactants are [CH3:1][S:2](Cl)(=[O:4])=[O:3].C(N(CC)C(C)C)(C)C.[NH2:15][CH:16]1[CH2:19][N:18]([C:20]([C:22]2[N:23]=[C:24]3[C:29]([C:30]([F:33])([F:32])[F:31])=[CH:28][C:27]([C:34]4[CH:35]=[N:36][NH:37][CH:38]=4)=[CH:26][N:25]3[C:39]=2[Br:40])=[O:21])[CH2:17]1.O. The catalyst is CN(C=O)C. The product is [Br:40][C:39]1[N:25]2[CH:26]=[C:27]([C:34]3[CH:38]=[N:37][NH:36][CH:35]=3)[CH:28]=[C:29]([C:30]([F:33])([F:32])[F:31])[C:24]2=[N:23][C:22]=1[C:20]([N:18]1[CH2:19][CH:16]([NH:15][S:2]([CH3:1])(=[O:4])=[O:3])[CH2:17]1)=[O:21]. The yield is 0.290. (2) The reactants are Br[C:2]1[CH:3]=[C:4]([N:8]2[C:16]3[CH:15]=[C:14]([O:17][CH3:18])[N:13]=[CH:12][C:11]=3[C:10]([C:19]([NH2:21])=[O:20])=[N:9]2)[CH:5]=[CH:6][CH:7]=1.[C:22]([C@:24]1([OH:31])[CH2:28][CH2:27][N:26]([CH3:29])[C:25]1=[O:30])#[CH:23]. No catalyst specified. The product is [OH:31][C@@:24]1([C:22]#[C:23][C:2]2[CH:3]=[C:4]([N:8]3[C:16]4[CH:15]=[C:14]([O:17][CH3:18])[N:13]=[CH:12][C:11]=4[C:10]([C:19]([NH2:21])=[O:20])=[N:9]3)[CH:5]=[CH:6][CH:7]=2)[CH2:28][CH2:27][N:26]([CH3:29])[C:25]1=[O:30]. The yield is 0.220. (3) The reactants are [NH2:1][CH:2]([CH:18]([CH3:20])[CH3:19])[CH2:3][N:4]1[CH:8]=[CH:7][C:6]([C:9]2[CH:16]=[CH:15][C:12]([C:13]#[N:14])=[C:11]([Cl:17])[CH:10]=2)=[N:5]1.[N:21]1[CH:26]=[CH:25][CH:24]=[C:23]([C:27]2[NH:31][N:30]=[C:29]([C:32](O)=[O:33])[CH:28]=2)[CH:22]=1. No catalyst specified. The product is [Cl:17][C:11]1[CH:10]=[C:9]([C:6]2[CH:7]=[CH:8][N:4]([CH2:3][CH:2]([NH:1][C:32]([C:29]3[NH:30][N:31]=[C:27]([C:23]4[CH:22]=[N:21][CH:26]=[CH:25][CH:24]=4)[CH:28]=3)=[O:33])[CH:18]([CH3:20])[CH3:19])[N:5]=2)[CH:16]=[CH:15][C:12]=1[C:13]#[N:14]. The yield is 0.120.